Dataset: Forward reaction prediction with 1.9M reactions from USPTO patents (1976-2016). Task: Predict the product of the given reaction. Given the reactants [CH:1]1([C:4]2[NH:8][C:7]3[C:9]([C:14]([OH:16])=O)=[CH:10][CH:11]=[C:12]([OH:13])[C:6]=3[N:5]=2)[CH2:3][CH2:2]1.[NH2:17][CH:18]1[CH2:23][CH2:22][N:21](C(OCCCC)=O)[CH2:20][CH2:19]1, predict the reaction product. The product is: [CH:1]1([C:4]2[NH:8][C:7]3[C:9]([C:14]([NH:17][CH:18]4[CH2:23][CH2:22][NH:21][CH2:20][CH2:19]4)=[O:16])=[CH:10][CH:11]=[C:12]([OH:13])[C:6]=3[N:5]=2)[CH2:2][CH2:3]1.